This data is from CYP1A2 inhibition data for predicting drug metabolism from PubChem BioAssay. The task is: Regression/Classification. Given a drug SMILES string, predict its absorption, distribution, metabolism, or excretion properties. Task type varies by dataset: regression for continuous measurements (e.g., permeability, clearance, half-life) or binary classification for categorical outcomes (e.g., BBB penetration, CYP inhibition). Dataset: cyp1a2_veith. (1) The compound is CCn1c(CCNC(=O)c2ccc(Cl)cc2Cl)n[nH]c1=S. The result is 0 (non-inhibitor). (2) The drug is CCOC(=O)c1c(-c2ccccc2)nc2c(C)cccn12. The result is 1 (inhibitor). (3) The compound is COc1ccc(CNc2ccnc(-c3cccnc3)n2)c(OC)c1. The result is 1 (inhibitor).